This data is from Forward reaction prediction with 1.9M reactions from USPTO patents (1976-2016). The task is: Predict the product of the given reaction. (1) Given the reactants [CH3:1][O:2][C:3]1[CH:37]=[CH:36][C:6]([C:7]([NH:9][NH:10][C:11]([C:13]2[CH:21]=[C:20]3[C:16]([CH:17]=[C:18]([C:22]4[C:27]([CH3:28])=[CH:26][C:25]([CH2:29][CH2:30][C:31]([O:33][CH3:34])=[O:32])=[CH:24][C:23]=4[CH3:35])[NH:19]3)=[CH:15][CH:14]=2)=O)=[O:8])=[CH:5][CH:4]=1.CC[N+](S(N=C(OC)[O-])(=O)=O)(CC)CC, predict the reaction product. The product is: [CH3:1][O:2][C:3]1[CH:4]=[CH:5][C:6]([C:7]2[O:8][C:11]([C:13]3[CH:21]=[C:20]4[C:16]([CH:17]=[C:18]([C:22]5[C:27]([CH3:28])=[CH:26][C:25]([CH2:29][CH2:30][C:31]([O:33][CH3:34])=[O:32])=[CH:24][C:23]=5[CH3:35])[NH:19]4)=[CH:15][CH:14]=3)=[N:10][N:9]=2)=[CH:36][CH:37]=1. (2) Given the reactants [C:1]([C:5]1[CH:6]=[C:7]([S:16][CH:17]2[CH2:22][CH2:21][N:20]([S:23]([C:26]3[N:30]([CH3:31])[C:29]([C:32]([OH:34])=[O:33])=[CH:28][CH:27]=3)(=[O:25])=[O:24])[CH2:19][CH2:18]2)[CH:8]=[C:9]([C:12]([CH3:15])([CH3:14])[CH3:13])[C:10]=1[OH:11])([CH3:4])([CH3:3])[CH3:2].[CH3:35][NH:36][CH2:37][C@@H:38]([C@H:40]([C@@H:42]([C@@H:44]([CH2:46][OH:47])[OH:45])[OH:43])[OH:41])[OH:39], predict the reaction product. The product is: [NH:36]([CH2:37][C@@H:38]([C@H:40]([C@@H:42]([C@@H:44]([CH2:46][OH:47])[OH:45])[OH:43])[OH:41])[OH:39])[CH3:35].[C:1]([C:5]1[CH:6]=[C:7]([S:16][CH:17]2[CH2:22][CH2:21][N:20]([S:23]([C:26]3[N:30]([CH3:31])[C:29]([C:32]([OH:34])=[O:33])=[CH:28][CH:27]=3)(=[O:25])=[O:24])[CH2:19][CH2:18]2)[CH:8]=[C:9]([C:12]([CH3:15])([CH3:14])[CH3:13])[C:10]=1[OH:11])([CH3:2])([CH3:3])[CH3:4]. (3) Given the reactants [F:1][C:2]1[CH:3]=[C:4]([OH:25])[CH:5]=[CH:6][C:7]=1[C:8]1[N:9]=[N:10][C:11]([O:14][CH:15]2[CH2:20][C:19]([CH3:22])([CH3:21])[NH:18][C:17]([CH3:24])([CH3:23])[CH2:16]2)=[CH:12][CH:13]=1.C1C=CC(N([S:33]([C:36]([F:39])([F:38])[F:37])(=[O:35])=[O:34])[S:33]([C:36]([F:39])([F:38])[F:37])(=[O:35])=[O:34])=CC=1.C([O-])([O-])=O.[K+].[K+], predict the reaction product. The product is: [F:37][C:36]([F:39])([F:38])[S:33]([O:25][C:4]1[CH:5]=[CH:6][C:7]([C:8]2[N:9]=[N:10][C:11]([O:14][CH:15]3[CH2:16][C:17]([CH3:24])([CH3:23])[NH:18][C:19]([CH3:21])([CH3:22])[CH2:20]3)=[CH:12][CH:13]=2)=[C:2]([F:1])[CH:3]=1)(=[O:35])=[O:34]. (4) Given the reactants [N:1](OCCC(C)C)=[O:2].[C:9]1([CH2:15][C:16]#[N:17])[CH:14]=[CH:13][CH:12]=[CH:11][CH:10]=1.[OH-].[Na+], predict the reaction product. The product is: [OH:2]/[N:1]=[C:15](\[C:16]#[N:17])/[C:9]1[CH:14]=[CH:13][CH:12]=[CH:11][CH:10]=1. (5) The product is: [OH:35][C:25]1[C:24]([NH:23][C:18]2[C:17](=[O:16])[C:20](=[O:21])[C:19]=2[NH:13][C@@H:7]([C:5]2[O:6][C:2]([CH3:1])=[CH:3][CH:4]=2)[C:8]2([CH3:12])[CH2:9][O:10][CH2:11]2)=[CH:34][CH:33]=[CH:32][C:26]=1[C:27]([N:29]([CH3:31])[CH3:30])=[O:28]. Given the reactants [CH3:1][C:2]1[O:6][C:5]([C@H:7]([NH2:13])[C:8]2([CH3:12])[CH2:11][O:10][CH2:9]2)=[CH:4][CH:3]=1.C([O:16][C:17]1[C:20](=[O:21])[C:19](=O)[C:18]=1[NH:23][C:24]1[C:25]([OH:35])=[C:26]([CH:32]=[CH:33][CH:34]=1)[C:27]([N:29]([CH3:31])[CH3:30])=[O:28])C, predict the reaction product. (6) Given the reactants [Cl:1][C:2]1[CH:7]=[C:6]([I:8])[CH:5]=[CH:4][C:3]=1[NH:9][C:10]1[N:15]([CH3:16])[C:14](=[O:17])[C:13]2[CH:18]=[CH:19][O:20][C:12]=2[C:11]=1[C:21]([NH:23][O:24][CH2:25][CH2:26][O:27]C=C)=[O:22].Cl.C([O-])(O)=O.[Na+], predict the reaction product. The product is: [Cl:1][C:2]1[CH:7]=[C:6]([I:8])[CH:5]=[CH:4][C:3]=1[NH:9][C:10]1[N:15]([CH3:16])[C:14](=[O:17])[C:13]2[CH:18]=[CH:19][O:20][C:12]=2[C:11]=1[C:21]([NH:23][O:24][CH2:25][CH2:26][OH:27])=[O:22]. (7) The product is: [Cl:31][C:9]1[C:10]2[CH2:16][CH2:15][N:14]([C:17]3[C:22]([C:23]([F:24])([F:25])[F:26])=[CH:21][CH:20]=[CH:19][N:18]=3)[CH2:13][CH2:12][C:11]=2[N:27]=[C:7]([N:1]2[CH2:6][CH2:5][CH2:4][CH2:3][CH2:2]2)[N:8]=1. Given the reactants [N:1]1([C:7]2[N:8]=[C:9](O)[C:10]3[CH2:16][CH2:15][N:14]([C:17]4[C:22]([C:23]([F:26])([F:25])[F:24])=[CH:21][CH:20]=[CH:19][N:18]=4)[CH2:13][CH2:12][C:11]=3[N:27]=2)[CH2:6][CH2:5][CH2:4][CH2:3][CH2:2]1.O=P(Cl)(Cl)[Cl:31], predict the reaction product. (8) Given the reactants [CH3:1][N:2]([C@H:10]1[CH2:13][C@H:12]([O:14][C:15]2[C:16]3[C:30]([C:31]4[CH:32]=[N:33][CH:34]=[CH:35][CH:36]=4)=[CH:29][N:28](COCC[Si](C)(C)C)[C:17]=3[N:18]=[C:19]([NH:21][C:22]3[CH:23]=[N:24][N:25]([CH3:27])[CH:26]=3)[N:20]=2)[CH2:11]1)C(=O)OC(C)(C)C.C(O)(C(F)(F)F)=O.O.C([O-])([O-])=O.[K+].[K+], predict the reaction product. The product is: [CH3:1][NH:2][C@H:10]1[CH2:13][C@H:12]([O:14][C:15]2[C:16]3[C:30]([C:31]4[CH:32]=[N:33][CH:34]=[CH:35][CH:36]=4)=[CH:29][NH:28][C:17]=3[N:18]=[C:19]([NH:21][C:22]3[CH:23]=[N:24][N:25]([CH3:27])[CH:26]=3)[N:20]=2)[CH2:11]1.